From a dataset of Full USPTO retrosynthesis dataset with 1.9M reactions from patents (1976-2016). Predict the reactants needed to synthesize the given product. (1) Given the product [CH3:35][C:30]1([CH3:36])[C:31]([CH3:34])([CH3:33])[O:32][B:28]([C:2]2[CH:3]=[C:4]([C:14]([O:16][CH2:17][C:18]3[CH:23]=[CH:22][CH:21]=[CH:20][CH:19]=3)=[O:15])[N:5]([C:7]([O:9][C:10]([CH3:13])([CH3:12])[CH3:11])=[O:8])[CH:6]=2)[O:29]1, predict the reactants needed to synthesize it. The reactants are: I[C:2]1[CH:3]=[C:4]([C:14]([O:16][CH2:17][C:18]2[CH:23]=[CH:22][CH:21]=[CH:20][CH:19]=2)=[O:15])[N:5]([C:7]([O:9][C:10]([CH3:13])([CH3:12])[CH3:11])=[O:8])[CH:6]=1.C(O[B:28]1[O:32][C:31]([CH3:34])([CH3:33])[C:30]([CH3:36])([CH3:35])[O:29]1)(C)C.C([Li])CCC.CCCCCC. (2) Given the product [CH3:2][O:3][C:4](=[O:9])[C:5]([NH:8][S:19]([C:16]1[CH:15]=[CH:14][C:13]([C:10](=[O:12])[CH3:11])=[CH:18][CH:17]=1)(=[O:21])=[O:20])([CH3:7])[CH3:6], predict the reactants needed to synthesize it. The reactants are: Cl.[CH3:2][O:3][C:4](=[O:9])[C:5]([NH2:8])([CH3:7])[CH3:6].[C:10]([C:13]1[CH:18]=[CH:17][C:16]([S:19](Cl)(=[O:21])=[O:20])=[CH:15][CH:14]=1)(=[O:12])[CH3:11].C(N(CC)CC)C.O. (3) Given the product [F:12][C:2]([F:11])([F:1])[C:3]1[N:8]=[CH:7][C:6]([CH:9]([OH:10])[CH2:13][CH3:14])=[CH:5][CH:4]=1, predict the reactants needed to synthesize it. The reactants are: [F:1][C:2]([F:12])([F:11])[C:3]1[N:8]=[CH:7][C:6]([CH:9]=[O:10])=[CH:5][CH:4]=1.[CH2:13]([Mg]Br)[CH3:14].C([O-])(O)=O.[Na+].